This data is from Catalyst prediction with 721,799 reactions and 888 catalyst types from USPTO. The task is: Predict which catalyst facilitates the given reaction. (1) Reactant: [NH:1]1[CH:5]=[C:4]([CH:6]=[O:7])[N:3]=[CH:2]1.[H-].[Na+].Br[CH2:11][C:12]([NH2:14])=[O:13]. Product: [CH:6]([C:4]1[N:3]=[CH:2][N:1]([CH2:11][C:12]([NH2:14])=[O:13])[CH:5]=1)=[O:7]. The catalyst class is: 118. (2) Reactant: [Br:1][C:2]1[CH:7]=[CH:6][C:5]([CH:8]([O:12][C:13]2[N:18]=[C:17]([O:19][CH3:20])[CH:16]=[C:15]([O:21][CH3:22])[N:14]=2)[C:9]([O-:11])=[O:10])=[CH:4][CH:3]=1.[CH3:23]S(C1N=C(OC)C=C(OC)N=1)(=O)=O.C([O-])([O-])=O.[K+].[K+].O. Product: [Br:1][C:2]1[CH:7]=[CH:6][C:5]([CH:8]([O:12][C:13]2[N:14]=[C:15]([O:21][CH3:22])[CH:16]=[C:17]([O:19][CH3:20])[N:18]=2)[C:9]([O:11][CH3:23])=[O:10])=[CH:4][CH:3]=1. The catalyst class is: 3.